From a dataset of Full USPTO retrosynthesis dataset with 1.9M reactions from patents (1976-2016). Predict the reactants needed to synthesize the given product. (1) The reactants are: [NH2:1][C:2]([NH2:4])=[S:3].[NH2:5][C:6]1[N:7]=[C:8]([C:20]2[CH:25]=[CH:24][C:23]([Cl:26])=[CH:22][C:21]=2[Cl:27])[C:9]2[CH:14]=[C:13]([C:15](=O)[CH:16](Br)[CH3:17])[S:12][C:10]=2[N:11]=1. Given the product [NH2:1][C:2]1[S:3][C:16]([CH3:17])=[C:15]([C:13]2[S:12][C:10]3[N:11]=[C:6]([NH2:5])[N:7]=[C:8]([C:20]4[CH:25]=[CH:24][C:23]([Cl:26])=[CH:22][C:21]=4[Cl:27])[C:9]=3[CH:14]=2)[N:4]=1, predict the reactants needed to synthesize it. (2) Given the product [F:1][C:2]1[S:6][C:5]([NH:7][CH2:14][C:13]2[CH:16]=[CH:17][C:10]([O:9][CH3:8])=[CH:11][CH:12]=2)=[N:4][CH:3]=1, predict the reactants needed to synthesize it. The reactants are: [F:1][C:2]1[S:6][C:5]([NH2:7])=[N:4][CH:3]=1.[CH3:8][O:9][C:10]1[CH:17]=[CH:16][C:13]([CH:14]=O)=[CH:12][CH:11]=1.[BH-](OC(C)=O)(OC(C)=O)OC(C)=O.[Na+]. (3) Given the product [CH3:3][O:4][C:5]([C:7]1[N:8]([CH3:26])[C:9]([Br:25])=[C:10]([C:18]2[CH:23]=[CH:22][C:21]([F:24])=[CH:20][CH:19]=2)[C:11]=1[C:12]1[CH:13]=[CH:14][N:15]=[CH:16][CH:17]=1)=[O:6], predict the reactants needed to synthesize it. The reactants are: [H-].[Na+].[CH3:3][O:4][C:5]([C:7]1[NH:8][C:9]([Br:25])=[C:10]([C:18]2[CH:23]=[CH:22][C:21]([F:24])=[CH:20][CH:19]=2)[C:11]=1[C:12]1[CH:17]=[CH:16][N:15]=[CH:14][CH:13]=1)=[O:6].[CH3:26]I. (4) The reactants are: [C:1]([C:4]1[CH:5]=[C:6]([CH:11]=[CH:12][C:13]=1[OH:14])[C:7]([O:9][CH3:10])=[O:8])(=[O:3])[CH3:2].N1C=CC=CC=1.[Br:21]Br.Cl. Given the product [C:1]([C:4]1[CH:5]=[C:6]([CH:11]=[C:12]([Br:21])[C:13]=1[OH:14])[C:7]([O:9][CH3:10])=[O:8])(=[O:3])[CH3:2], predict the reactants needed to synthesize it. (5) Given the product [CH3:22][O:23][C:24]1[CH:52]=[C:51]([O:53][CH3:54])[CH:50]=[CH:49][C:25]=1[CH2:26][NH:27][C:28]1[CH:35]=[CH:34][C:31]([C:32]#[N:33])=[CH:30][C:29]=1[NH:36][C:37]1[N:42]=[C:41]([NH:12][C@H:7]2[C:6]3[C:11](=[C:2]([F:1])[CH:3]=[CH:4][CH:5]=3)[O:10][CH2:9][CH2:8]2)[C:40]([N+:46]([O-:48])=[O:47])=[CH:39][N:38]=1, predict the reactants needed to synthesize it. The reactants are: [F:1][C:2]1[CH:3]=[CH:4][CH:5]=[C:6]2[C:11]=1[O:10][CH2:9][CH2:8][C@H:7]2[NH2:12].C(N(CC)C(C)C)(C)C.[CH3:22][O:23][C:24]1[CH:52]=[C:51]([O:53][CH3:54])[CH:50]=[CH:49][C:25]=1[CH2:26][NH:27][C:28]1[CH:35]=[CH:34][C:31]([C:32]#[N:33])=[CH:30][C:29]=1[NH:36][C:37]1[N:42]=[C:41](SC#N)[C:40]([N+:46]([O-:48])=[O:47])=[CH:39][N:38]=1. (6) Given the product [Cl:17][CH2:18][CH2:19][CH2:20][C:12]1[S:11][C:10]2[CH:15]=[CH:16][C:7]([F:6])=[CH:8][C:9]=2[C:13]=1[CH3:14], predict the reactants needed to synthesize it. The reactants are: [Li]CCCC.[F:6][C:7]1[CH:16]=[CH:15][C:10]2[S:11][CH:12]=[C:13]([CH3:14])[C:9]=2[CH:8]=1.[Cl:17][CH2:18][CH2:19][CH2:20]I. (7) Given the product [CH2:1]([O:3][C:4]([C:6]1[O:7][C:8]2[CH:17]=[C:16]([OH:18])[CH:15]=[CH:14][C:9]=2[C:10]=1[CH:11]([CH3:13])[CH3:12])=[O:5])[CH3:2], predict the reactants needed to synthesize it. The reactants are: [CH2:1]([O:3][C:4]([C:6]1[O:7][C:8]2[CH:17]=[C:16]([O:18]C)[CH:15]=[CH:14][C:9]=2[C:10]=1[CH:11]([CH3:13])[CH3:12])=[O:5])[CH3:2].B(Br)(Br)Br. (8) The reactants are: [C:1]([O:5][C:6]([N:8]1[CH2:20][C@@H:19]([CH3:21])[N:18]2[C@H:10]([CH2:11][C:12]3[C:17]2=[N:16][C:15](Br)=[CH:14][CH:13]=3)[CH2:9]1)=[O:7])([CH3:4])([CH3:3])[CH3:2].C([Li])(C)(C)C.[Si:28]([O:35][CH2:36][CH:37]=[O:38])([C:31]([CH3:34])([CH3:33])[CH3:32])([CH3:30])[CH3:29]. Given the product [C:1]([O:5][C:6]([N:8]1[CH2:20][C@@H:19]([CH3:21])[N:18]2[C@H:10]([CH2:11][C:12]3[C:17]2=[N:16][C:15]([CH:37]([OH:38])[CH2:36][O:35][Si:28]([C:31]([CH3:33])([CH3:32])[CH3:34])([CH3:29])[CH3:30])=[CH:14][CH:13]=3)[CH2:9]1)=[O:7])([CH3:4])([CH3:3])[CH3:2], predict the reactants needed to synthesize it. (9) Given the product [Br:14][C:9]1[CH:10]=[C:4]([N+:1]([O-:3])=[O:2])[C:5]([NH2:6])=[C:7]([N+:11]([O-:13])=[O:12])[CH:8]=1, predict the reactants needed to synthesize it. The reactants are: [N+:1]([C:4]1[CH:10]=[CH:9][CH:8]=[C:7]([N+:11]([O-:13])=[O:12])[C:5]=1[NH2:6])([O-:3])=[O:2].[Br:14]Br. (10) Given the product [CH3:15][N:16]([CH3:17])[C:2]1[N:3]=[CH:4][C:5]2[CH:6]=[CH:7][CH:8]=[C:9]([NH2:12])[C:10]=2[CH:11]=1, predict the reactants needed to synthesize it. The reactants are: Cl[C:2]1[N:3]=[CH:4][C:5]2[C:10]([CH:11]=1)=[C:9]([N+:12]([O-])=O)[CH:8]=[CH:7][CH:6]=2.[CH3:15][NH:16][CH3:17].